This data is from Experimentally validated miRNA-target interactions with 360,000+ pairs, plus equal number of negative samples. The task is: Binary Classification. Given a miRNA mature sequence and a target amino acid sequence, predict their likelihood of interaction. (1) The miRNA is rno-miR-214-3p with sequence ACAGCAGGCACAGACAGGCAG. The protein sequence of the target gene is MSEASRDDYKIQSFDAETQQLLKTALKDPGAVDLERVANVIVDHSLQDCVFSKEAGRMCYAIIQAESKQAGQSVFRRGLLNRLQKEYDAREQLRACSLQGWVCYVTFICNIFDYLRVNNMPMMALVNPVYDCLFQLAQPESLSREEEVDCLVLQLHRVGEQLEKMNGQRMDELFILIRDGFLLPTDLSSLARLLLLEMIEFRAAGWKTTPAAHKYYYSEVSD. Result: 0 (no interaction). (2) The miRNA is hsa-miR-186-3p with sequence GCCCAAAGGUGAAUUUUUUGGG. The protein sequence of the target gene is MEVKPPPGRPQPDSGRRRRRRGEEGHDPKEPEQLRKLFIGGLSFETTDDSLREHFEKWGTLTDCVVMRDPQTKRSRGFGFVTYSCVEEVDAAMCARPHKVDGRVVEPKRAVSREDSVKPGAHLTVKKIFVGGIKEDTEEYNLRDYFEKYGKIETIEVMEDRQSGKKRGFAFVTFDDHDTVDKIVVQKYHTINGHNCEVKKALSKQEMQSAGSQRGRGGGSGNFMGRGGNFGGGGGNFGRGGNFGGRGGYGGGGGGSRGSYGGGDGGYNGFGGDGGNYGGGPGYSSRGGYGGGGPGYGNQG.... Result: 0 (no interaction). (3) The miRNA is hsa-miR-4784 with sequence UGAGGAGAUGCUGGGACUGA. The protein sequence of the target gene is MTASAQPRGRRPGVGVGVVVTSCKHPRCVLLGKRKGSVGAGSFQLPGGHLEFGETWEECAQRETWEEAALHLKNVHFASVVNSFIEKENYHYVTILMKGEVDVTHDSEPKNVEPEKNESWEWVPWEELPPLDQLFWGLRCLKEQGYDPFKEDLNHLVGYKGNHL. Result: 0 (no interaction). (4) The miRNA is hsa-miR-186-5p with sequence CAAAGAAUUCUCCUUUUGGGCU. The protein sequence of the target gene is MEEGGRDKAPVQPQQSPAAAPGGTDEKPSGKERRDAGDKDKEQELSEEDKQLQDELEMLVERLGEKDTSLYRPALEELRRQIRSSTTSMTSVPKPLKFLRPHYGKLKEIYENMAPGENKRFAADIISVLAMTMSGERECLKYRLVGSQEELASWGHEYVRHLAGEVAKEWQELDDAEKVQREPLLTLVKEIVPYNMAHNAEHEACDLLMEIEQVDMLEKDIDENAYAKVCLYLTSCVNYVPEPENSALLRCALGVFRKFSRFPEALRLALMLNDMELVEDIFTSCKDVVVQKQMAFMLGR.... Result: 1 (interaction). (5) The miRNA is hsa-miR-4722-3p with sequence ACCUGCCAGCACCUCCCUGCAG. The protein sequence of the target gene is MSSCSRVALVTGANKGIGFAITRDLCRKFSGDVVLTARDEARGRAAVQQLQAEGLSPRFHQLDIDDPQSIRALRDFLRKEYGGLNVLVNNAGIAFRMDDPTPFDIQAEVTLKTNFFATRNVCTELLPIMKPHGRVVNISSLQGLKALENCREDLQEKFRCDTLTEVDLVDLMKKFVEDTKNEVHEREGWPDSAYGVSKLGVTVLTRILARQLDEKRKADRILLNACCPGWVKTDMARDQGSRTVEEGAETPVYLALLPPDATEPHGQLVRDKVVQTW. Result: 0 (no interaction). (6) The miRNA is mmu-miR-1964-5p with sequence AGCUGGAGCACAAAAGCCGGUG. The protein sequence of the target gene is MATTAAPAGGARNGAGPEWGGFEENIQGGGSAVIDMENMDDTSGSSFEDMGELHQRLREEEVDADAADAAAAEEEDGEFLGMKGFKGQLSRQVADQMWQAGKRQASRAFSLYANIDILRPYFDVEPAQVRSRLLESMIPIKMVNFPQKIAGELYGPLMLVFTLVAILLHGMKTSDTIIREGTLMGTAIGTCFGYWLGVSSFIYFLAYLCNAQITMLQMLALLGYGLFGHCIVLFITYNIHLHALFYLFWLLVGGLSTLRMVAVLVSRTVGPTQRLLLCGTLAALHMLFLLYLHFAYHKVV.... Result: 0 (no interaction).